From a dataset of TCR-epitope binding with 47,182 pairs between 192 epitopes and 23,139 TCRs. Binary Classification. Given a T-cell receptor sequence (or CDR3 region) and an epitope sequence, predict whether binding occurs between them. (1) The epitope is RQLLFVVEV. The TCR CDR3 sequence is CASSQFQSPFYGYTF. Result: 1 (the TCR binds to the epitope). (2) The epitope is LPPIVAKEI. The TCR CDR3 sequence is CASSSLGPPGEQYF. Result: 1 (the TCR binds to the epitope).